From a dataset of Reaction yield outcomes from USPTO patents with 853,638 reactions. Predict the reaction yield, written as a fraction of the theoretical maximum amount of product (1.0 means a 100% yield; for example, 0.34 means a 34% yield). (1) The reactants are [NH:1]1[C:5]2=[N:6][CH:7]=[C:8]([C:10]3[CH:11]=[C:12]([NH:16][C:17](=[O:23])[O:18][C:19]([CH3:22])([CH3:21])[CH3:20])[CH:13]=[CH:14][CH:15]=3)[CH:9]=[C:4]2[CH:3]=[CH:2]1.[I:24]N1C(=O)CCC1=O. The product is [I:24][C:3]1[C:4]2[C:5](=[N:6][CH:7]=[C:8]([C:10]3[CH:11]=[C:12]([NH:16][C:17](=[O:23])[O:18][C:19]([CH3:20])([CH3:22])[CH3:21])[CH:13]=[CH:14][CH:15]=3)[CH:9]=2)[NH:1][CH:2]=1. The yield is 0.560. The catalyst is ClCCl. (2) The reactants are [F:1][C:2]1[CH:7]=[CH:6][CH:5]=[CH:4][C:3]=1[C:8]1[NH:12][CH:11]=[C:10]([CH:13]=[O:14])[C:9]=1[I:15].[H-].[Na+].C1OCCOCCOCCOCCOC1.[N:33]1[CH:38]=[CH:37][CH:36]=[C:35]([S:39](Cl)(=[O:41])=[O:40])[CH:34]=1. The catalyst is O1CCCC1.[Cl-].[Na+].O. The product is [F:1][C:2]1[CH:7]=[CH:6][CH:5]=[CH:4][C:3]=1[C:8]1[N:12]([S:39]([C:35]2[CH:34]=[N:33][CH:38]=[CH:37][CH:36]=2)(=[O:41])=[O:40])[CH:11]=[C:10]([CH:13]=[O:14])[C:9]=1[I:15]. The yield is 0.930. (3) The reactants are [CH3:1][C:2]1([CH3:38])[S:7](=[O:9])(=[O:8])[C@@H:6]2[CH2:10][CH2:11][S:12][C:13]3[CH:18]=[CH:17][C:16]([N+:19]([O-])=O)=[CH:15][C:14]=3[C@@:5]2([CH3:22])[N:4]=[C:3]1[N:23]([C:31]([O:33][C:34]([CH3:37])([CH3:36])[CH3:35])=[O:32])[C:24](=[O:30])[O:25][C:26]([CH3:29])([CH3:28])[CH3:27].CCOC(C)=O. The catalyst is [Pd].CO. The product is [NH2:19][C:16]1[CH:17]=[CH:18][C:13]2[S:12][CH2:11][CH2:10][C@H:6]3[S:7](=[O:8])(=[O:9])[C:2]([CH3:38])([CH3:1])[C:3]([N:23]([C:24]([O:25][C:26]([CH3:27])([CH3:28])[CH3:29])=[O:30])[C:31](=[O:32])[O:33][C:34]([CH3:35])([CH3:36])[CH3:37])=[N:4][C@:5]3([CH3:22])[C:14]=2[CH:15]=1. The yield is 0.890. (4) The reactants are [NH:1]([C:3]1[CH:8]=[CH:7][C:6]([C:9]2[CH:10]=[N:11][N:12]([CH3:14])[CH:13]=2)=[CH:5][N:4]=1)[NH2:2].[OH-].[K+].[C:17](=S)=[S:18]. The catalyst is C(O)C. The product is [CH3:14][N:12]1[CH:13]=[C:9]([C:6]2[CH:7]=[CH:8][C:3]3[N:4]([C:17]([SH:18])=[N:2][N:1]=3)[CH:5]=2)[CH:10]=[N:11]1. The yield is 0.960.